Dataset: Forward reaction prediction with 1.9M reactions from USPTO patents (1976-2016). Task: Predict the product of the given reaction. (1) Given the reactants C(N(CC)C(C)C)(C)C.CN(C(ON1N=NC2C=CC=NC1=2)=[N+](C)C)C.F[P-](F)(F)(F)(F)F.[C:34]([O:38][C:39](=[O:47])[C:40]1[CH:45]=[CH:44][C:43]([NH2:46])=[CH:42][CH:41]=1)([CH3:37])([CH3:36])[CH3:35].[Br:48][C:49]1[C:50]([C:56](O)=[O:57])=[N:51][CH:52]=[C:53]([F:55])[CH:54]=1, predict the reaction product. The product is: [Br:48][C:49]1[C:50]([C:56]([NH:46][C:43]2[CH:42]=[CH:41][C:40]([C:39]([O:38][C:34]([CH3:37])([CH3:35])[CH3:36])=[O:47])=[CH:45][CH:44]=2)=[O:57])=[N:51][CH:52]=[C:53]([F:55])[CH:54]=1. (2) Given the reactants Br[C:2]1[CH:7]=[CH:6][C:5]([S:8]([N:11]([CH2:14][CH3:15])[CH2:12][CH3:13])(=[O:10])=[O:9])=[CH:4][C:3]=1[F:16].[C:17]([C:19]1[N:23]([CH3:24])[C:22](B(O)O)=[CH:21][CH:20]=1)#[N:18].[F-].[K+].C(P(C(C)(C)C)C(C)(C)C)(C)(C)C, predict the reaction product. The product is: [C:17]([C:19]1[N:23]([CH3:24])[C:22]([C:2]2[CH:7]=[CH:6][C:5]([S:8]([N:11]([CH2:14][CH3:15])[CH2:12][CH3:13])(=[O:10])=[O:9])=[CH:4][C:3]=2[F:16])=[CH:21][CH:20]=1)#[N:18]. (3) Given the reactants F[C:2]1[CH:20]=[CH:19][CH:18]=[CH:17][C:3]=1[CH2:4][C:5]1[CH:6]=[CH:7][C:8]2[N:9]([C:11]([CH:14]([CH3:16])[CH3:15])=[N:12][N:13]=2)[CH:10]=1.[Cl-].[F:22]C1C=CC(C[Zn+])=CC=1, predict the reaction product. The product is: [F:22][C:19]1[CH:18]=[CH:17][C:3]([CH2:4][C:5]2[CH:6]=[CH:7][C:8]3[N:9]([C:11]([CH:14]([CH3:16])[CH3:15])=[N:12][N:13]=3)[CH:10]=2)=[CH:2][CH:20]=1. (4) Given the reactants O[CH:2]1[C:18]2[C:17]3[C:12](=[CH:13][CH:14]=[CH:15][CH:16]=3)[C:11](=[O:19])[NH:10][C:9]=2[C:8]2[CH:7]=[CH:6][CH:5]=[CH:4][C:3]1=2.C([SiH](CC)CC)C, predict the reaction product. The product is: [O:19]=[C:11]1[C:12]2[C:17](=[CH:16][CH:15]=[CH:14][CH:13]=2)[C:18]2[CH2:2][C:3]3[CH:4]=[CH:5][CH:6]=[CH:7][C:8]=3[C:9]=2[NH:10]1. (5) The product is: [N+:11]([C:9]1[CH:8]=[C:4]([CH:3]=[C:2]([NH:1][CH2:21][CH2:22][CH3:23])[CH:10]=1)[C:5]([OH:7])=[O:6])([O-:13])=[O:12]. Given the reactants [NH2:1][C:2]1[CH:3]=[C:4]([CH:8]=[C:9]([N+:11]([O-:13])=[O:12])[CH:10]=1)[C:5]([OH:7])=[O:6].C(=O)([O-])[O-].[K+].[K+].Br[CH2:21][CH2:22][CH3:23], predict the reaction product.